From a dataset of Forward reaction prediction with 1.9M reactions from USPTO patents (1976-2016). Predict the product of the given reaction. (1) Given the reactants Cl[C:2]1[C:3]2[C:4](=[CH:18][N:19](CC3C=CC(OC)=CC=3)[N:20]=2)[N:5]=[C:6]([C:8]2[CH:13]=[CH:12][C:11]([O:14][CH3:15])=[C:10]([O:16][CH3:17])[CH:9]=2)[N:7]=1.[NH:30]1[CH:34]=[CH:33][C:32]([NH2:35])=[N:31]1.Cl, predict the reaction product. The product is: [CH3:17][O:16][C:10]1[CH:9]=[C:8]([C:6]2[N:7]=[C:2]([NH:35][C:32]3[CH:33]=[CH:34][NH:30][N:31]=3)[C:3]3[NH:20][N:19]=[CH:18][C:4]=3[N:5]=2)[CH:13]=[CH:12][C:11]=1[O:14][CH3:15]. (2) Given the reactants Cl[C:2]1[N:7]=[C:6]([C:8]([NH:10][C:11]2[C:12]([CH3:22])=[C:13]([CH:18]=[CH:19][C:20]=2[CH3:21])[C:14]([O:16][CH3:17])=[O:15])=[O:9])[C:5]([CH3:23])=[CH:4][CH:3]=1.[CH3:24][C:25]1([OH:31])[CH2:30][CH2:29][NH:28][CH2:27][CH2:26]1.C([O-])([O-])=O.[Cs+].[Cs+].C1(P(C2C=CC=CC=2)C2C=CC3C(=CC=CC=3)C=2C2C3C(=CC=CC=3)C=CC=2P(C2C=CC=CC=2)C2C=CC=CC=2)C=CC=CC=1, predict the reaction product. The product is: [OH:31][C:25]1([CH3:24])[CH2:30][CH2:29][N:28]([C:2]2[N:7]=[C:6]([C:8]([NH:10][C:11]3[C:12]([CH3:22])=[C:13]([CH:18]=[CH:19][C:20]=3[CH3:21])[C:14]([O:16][CH3:17])=[O:15])=[O:9])[C:5]([CH3:23])=[CH:4][CH:3]=2)[CH2:27][CH2:26]1. (3) The product is: [C:27]([C:26]1[CH:29]=[CH:30][C:23]([CH:22]2[N:21]([CH2:8][C:9]([O:11][CH2:12][CH3:13])=[O:10])[C:20](=[O:31])[N:19]([C:32]3[CH:37]=[CH:36][CH:35]=[C:34]([C:38]([F:41])([F:39])[F:40])[CH:33]=3)[C:18]3[CH2:42][CH2:43][N:15]([CH3:14])[C:16](=[O:44])[C:17]2=3)=[CH:24][CH:25]=1)#[N:28]. Given the reactants C(=O)([O-])[O-].[K+].[K+].Br[CH2:8][C:9]([O:11][CH2:12][CH3:13])=[O:10].[CH3:14][N:15]1[CH2:43][CH2:42][C:18]2[N:19]([C:32]3[CH:37]=[CH:36][CH:35]=[C:34]([C:38]([F:41])([F:40])[F:39])[CH:33]=3)[C:20](=[O:31])[NH:21][CH:22]([C:23]3[CH:30]=[CH:29][C:26]([C:27]#[N:28])=[CH:25][CH:24]=3)[C:17]=2[C:16]1=[O:44].O, predict the reaction product. (4) Given the reactants [NH:1]1[CH2:5][CH2:4][C@H:3]([CH2:6][NH:7][C:8](=[O:14])[O:9][C:10]([CH3:13])([CH3:12])[CH3:11])[CH2:2]1.[CH3:15]N(C[C@H]1CCCN1)C(=O)OC(C)(C)C, predict the reaction product. The product is: [CH3:15][N:7]([CH2:6][C@H:3]1[CH2:4][CH2:5][NH:1][CH2:2]1)[C:8](=[O:14])[O:9][C:10]([CH3:11])([CH3:13])[CH3:12]. (5) Given the reactants [NH2:1][CH:2]1[CH2:7][CH2:6][CH2:5][N:4]([C:8]([O:10][C:11]([CH3:14])([CH3:13])[CH3:12])=[O:9])[CH2:3]1.C(N(CC)CC)C.Br[C:23]([C:31]1[CH:36]=[CH:35][CH:34]=[CH:33][CH:32]=1)=[C:24]([N+:29]#[C-:30])[C:25]([O:27][CH3:28])=[O:26].C1CCN2C(=NCCC2)CC1, predict the reaction product. The product is: [CH3:28][O:27][C:25]([C:24]1[N:29]=[CH:30][N:1]([CH:2]2[CH2:7][CH2:6][CH2:5][N:4]([C:8]([O:10][C:11]([CH3:14])([CH3:13])[CH3:12])=[O:9])[CH2:3]2)[C:23]=1[C:31]1[CH:36]=[CH:35][CH:34]=[CH:33][CH:32]=1)=[O:26]. (6) Given the reactants C([C:4]1[CH:9]=[CH:8][N:7]=[CH:6][CH:5]=1)(=O)C.[Br:10]Br.[C:12]([OH:15])(=O)[CH3:13], predict the reaction product. The product is: [BrH:10].[Br:10][CH2:13][C:12]([C:6]1[CH:5]=[CH:4][CH:9]=[CH:8][N:7]=1)=[O:15]. (7) Given the reactants [CH2:1]([O:3][C:4]([C:6]1[C:10]2[CH:11]=[CH:12][C:13]([OH:15])=[CH:14][C:9]=2[O:8][N:7]=1)=[O:5])[CH3:2].[CH2:16](Cl)[C:17]1[CH:22]=[CH:21][CH:20]=[CH:19][CH:18]=1.C([O-])([O-])=O.[Cs+].[Cs+], predict the reaction product. The product is: [CH2:1]([O:3][C:4]([C:6]1[C:10]2[CH:11]=[CH:12][C:13]([O:15][CH2:16][C:17]3[CH:22]=[CH:21][CH:20]=[CH:19][CH:18]=3)=[CH:14][C:9]=2[O:8][N:7]=1)=[O:5])[CH3:2]. (8) Given the reactants [N:1]([CH2:4][C:5]1[CH:14]=[C:13]2[C:8]([CH:9]=[CH:10][CH:11]=[N:12]2)=[CH:7][CH:6]=1)=[N+]=[N-], predict the reaction product. The product is: [N:12]1[C:13]2[C:8](=[CH:7][CH:6]=[C:5]([CH2:4][NH2:1])[CH:14]=2)[CH:9]=[CH:10][CH:11]=1. (9) Given the reactants Br[C:2]1[CH:3]=[C:4]([NH:13][C:14]2[N:19]=[C:18]([C:20]([F:23])([F:22])[F:21])[CH:17]=[CH:16][N:15]=2)[CH:5]=[C:6]([C:8]2[S:12][CH:11]=[N:10][CH:9]=2)[CH:7]=1.[CH:24]1(B(O)O)[CH2:26][CH2:25]1.P([O-])([O-])([O-])=O.[K+].[K+].[K+].C1(P(C2CCCCC2)C2CCCCC2)CCCCC1, predict the reaction product. The product is: [CH:24]1([C:2]2[CH:3]=[C:4]([NH:13][C:14]3[N:19]=[C:18]([C:20]([F:23])([F:22])[F:21])[CH:17]=[CH:16][N:15]=3)[CH:5]=[C:6]([C:8]3[S:12][CH:11]=[N:10][CH:9]=3)[CH:7]=2)[CH2:26][CH2:25]1.